From a dataset of Retrosynthesis with 50K atom-mapped reactions and 10 reaction types from USPTO. Predict the reactants needed to synthesize the given product. (1) The reactants are: O=C=Nc1cccc(Oc2ccccc2)c1.Oc1ccc2c(c1)CCN2Cc1ccccc1. Given the product O=C(Nc1cccc(Oc2ccccc2)c1)Oc1ccc2c(c1)CCN2Cc1ccccc1, predict the reactants needed to synthesize it. (2) Given the product COC(=O)Cc1cccc(-c2ccc(O)cc2)c1, predict the reactants needed to synthesize it. The reactants are: CC1(C)OB(c2ccc(O)cc2)OC1(C)C.COC(=O)Cc1cccc(Br)c1. (3) Given the product CC1(NC2CC2)CNC1, predict the reactants needed to synthesize it. The reactants are: CC1(NC2CC2)CN(C(c2ccccc2)c2ccccc2)C1. (4) Given the product O=S(=O)(Nc1nc(-c2ccc(Oc3ccc(Cl)cc3)cc2Cl)cs1)c1cc(F)c(Br)cc1F, predict the reactants needed to synthesize it. The reactants are: Nc1nc(-c2ccc(Oc3ccc(Cl)cc3)cc2Cl)cs1.O=S(=O)(Cl)c1cc(F)c(Br)cc1F. (5) Given the product Nc1ccc(Cl)c(S(=O)(=O)NCCOCc2ccccc2)c1O, predict the reactants needed to synthesize it. The reactants are: O=[N+]([O-])c1ccc(Cl)c(S(=O)(=O)NCCOCc2ccccc2)c1O.